This data is from Forward reaction prediction with 1.9M reactions from USPTO patents (1976-2016). The task is: Predict the product of the given reaction. (1) Given the reactants FC(F)(F)S(O[C:7]1[C:16]2[C:11](=[CH:12][C:13]([F:17])=[CH:14][CH:15]=2)[N:10]([CH2:18][CH2:19][N:20]2[CH2:25][CH2:24][CH:23]([N:26]([CH2:34][C:35]3[N:40]=[CH:39][C:38]4[O:41][CH2:42][CH2:43][O:44][C:37]=4[CH:36]=3)[C:27]([O:29][C:30]([CH3:33])([CH3:32])[CH3:31])=[O:28])[CH2:22][CH2:21]2)[C:9](=[O:45])[CH:8]=1)(=O)=O.[CH3:48][N:49](C=O)C, predict the reaction product. The product is: [C:48]([C:7]1[C:16]2[C:11](=[CH:12][C:13]([F:17])=[CH:14][CH:15]=2)[N:10]([CH2:18][CH2:19][N:20]2[CH2:21][CH2:22][CH:23]([N:26]([CH2:34][C:35]3[N:40]=[CH:39][C:38]4[O:41][CH2:42][CH2:43][O:44][C:37]=4[CH:36]=3)[C:27](=[O:28])[O:29][C:30]([CH3:33])([CH3:32])[CH3:31])[CH2:24][CH2:25]2)[C:9](=[O:45])[CH:8]=1)#[N:49]. (2) Given the reactants [CH2:1]([O:3][C:4](=[O:15])[C:5]1[CH:10]=[CH:9][C:8]([NH2:11])=[C:7]([N+:12]([O-:14])=[O:13])[CH:6]=1)[CH3:2].C(N(CC)CC)C.CN(C1C=CC=CN=1)C.[C:32](O[C:32]([O:34][C:35]([CH3:38])([CH3:37])[CH3:36])=[O:33])([O:34][C:35]([CH3:38])([CH3:37])[CH3:36])=[O:33], predict the reaction product. The product is: [CH2:1]([O:3][C:4](=[O:15])[C:5]1[CH:10]=[CH:9][C:8]([NH:11][C:32]([O:34][C:35]([CH3:38])([CH3:37])[CH3:36])=[O:33])=[C:7]([N+:12]([O-:14])=[O:13])[CH:6]=1)[CH3:2]. (3) Given the reactants [CH3:1][C:2]1[C:6]([CH2:7][N:8]2[CH:12]=[C:11]([N+:13]([O-])=O)[CH:10]=[N:9]2)=[C:5]([CH3:16])[O:4][N:3]=1.[CH3:17][C:18]([O:21][C:22](O[C:22]([O:21][C:18]([CH3:20])([CH3:19])[CH3:17])=[O:23])=[O:23])([CH3:20])[CH3:19].[H][H], predict the reaction product. The product is: [CH3:1][C:2]1[C:6]([CH2:7][N:8]2[CH:12]=[C:11]([NH:13][C:22](=[O:23])[O:21][C:18]([CH3:20])([CH3:19])[CH3:17])[CH:10]=[N:9]2)=[C:5]([CH3:16])[O:4][N:3]=1. (4) The product is: [O:47]=[C:43]1[CH:42]=[C:41]([C:38]2[CH:37]=[CH:36][C:35]([C:34]([F:49])([F:33])[F:48])=[CH:40][N:39]=2)[CH:46]=[CH:45][N:44]1[C:2]1[CH:3]=[CH:4][C:5]2[C:6]3[CH2:25][N:24]([C:26]([O:28][C:29]([CH3:32])([CH3:31])[CH3:30])=[O:27])[CH2:23][CH2:22][CH2:21][C:7]=3[N:8]([S:11]([C:14]3[CH:20]=[CH:19][C:17]([CH3:18])=[CH:16][CH:15]=3)(=[O:13])=[O:12])[C:9]=2[CH:10]=1. Given the reactants Br[C:2]1[CH:3]=[CH:4][C:5]2[C:6]3[CH2:25][N:24]([C:26]([O:28][C:29]([CH3:32])([CH3:31])[CH3:30])=[O:27])[CH2:23][CH2:22][CH2:21][C:7]=3[N:8]([S:11]([C:14]3[CH:20]=[CH:19][C:17]([CH3:18])=[CH:16][CH:15]=3)(=[O:13])=[O:12])[C:9]=2[CH:10]=1.[F:33][C:34]([F:49])([F:48])[C:35]1[CH:36]=[CH:37][C:38]([C:41]2[CH:46]=[CH:45][NH:44][C:43](=[O:47])[CH:42]=2)=[N:39][CH:40]=1.C([O-])([O-])=O.[Cs+].[Cs+].OC1C=CC=C2C=1N=CC=C2, predict the reaction product. (5) Given the reactants [OH:1][C:2]([C:7]([F:10])([F:9])[F:8])([CH3:6])[C:3](O)=[O:4].C1C=CC2N(O)N=NC=2C=1.C(N(C(C)C)CC)(C)C.[CH2:30]([N:37]([CH2:45][C:46]1[CH:51]=[CH:50][CH:49]=[CH:48][CH:47]=1)[C@H:38]1[CH2:43][CH2:42][C@H:41]([NH2:44])[CH2:40][CH2:39]1)[C:31]1[CH:36]=[CH:35][CH:34]=[CH:33][CH:32]=1.C(Cl)CCl, predict the reaction product. The product is: [CH2:45]([N:37]([CH2:30][C:31]1[CH:36]=[CH:35][CH:34]=[CH:33][CH:32]=1)[C@H:38]1[CH2:43][CH2:42][C@H:41]([NH:44][C:3](=[O:4])[C:2]([OH:1])([CH3:6])[C:7]([F:10])([F:9])[F:8])[CH2:40][CH2:39]1)[C:46]1[CH:47]=[CH:48][CH:49]=[CH:50][CH:51]=1.